Dataset: Full USPTO retrosynthesis dataset with 1.9M reactions from patents (1976-2016). Task: Predict the reactants needed to synthesize the given product. (1) Given the product [F:40][C:37]1[CH:38]=[CH:39][C:34]([CH2:33][N:1]2[CH:5]=[C:4]([C:6]([NH:8][C:9]3[CH:10]=[C:11]4[C:16](=[CH:17][CH:18]=3)[CH2:15][N:14]([C:19]([O:21][C:22]([CH3:25])([CH3:24])[CH3:23])=[O:20])[CH2:13][CH2:12]4)=[O:7])[CH:3]=[N:2]2)=[CH:35][CH:36]=1, predict the reactants needed to synthesize it. The reactants are: [NH:1]1[CH:5]=[C:4]([C:6]([NH:8][C:9]2[CH:10]=[C:11]3[C:16](=[CH:17][CH:18]=2)[CH2:15][N:14]([C:19]([O:21][C:22]([CH3:25])([CH3:24])[CH3:23])=[O:20])[CH2:13][CH2:12]3)=[O:7])[CH:3]=[N:2]1.C(=O)([O-])[O-].[Cs+].[Cs+].Br[CH2:33][C:34]1[CH:39]=[CH:38][C:37]([F:40])=[CH:36][CH:35]=1. (2) Given the product [CH2:1]([O:3][C:4](=[O:24])[CH2:5][C:6]1[C:15]2[CH2:14][CH2:13][CH2:12][CH2:11][C:10]=2[CH:9]=[C:8]([N:34]2[CH2:35][CH2:36][N:31]([CH3:30])[CH2:32][CH2:33]2)[CH:7]=1)[CH3:2], predict the reactants needed to synthesize it. The reactants are: [CH2:1]([O:3][C:4](=[O:24])[CH2:5][C:6]1[C:15]2[CH2:14][CH2:13][CH2:12][CH2:11][C:10]=2[CH:9]=[C:8](OS(C(F)(F)F)(=O)=O)[CH:7]=1)[CH3:2].C1COCC1.[CH3:30][N:31]1[CH2:36][CH2:35][NH:34][CH2:33][CH2:32]1.C(P(C(C)(C)C)C1C=CC=CC=1C1C=CC=CC=1)(C)(C)C. (3) Given the product [C:1]([C:3]1[CH:4]=[CH:5][C:6]2[O:11][CH:10]([C:12]([NH:14][C:15]3[CH:20]=[C:19]([OH:21])[C:18]([CH:26]4[CH2:27][CH2:28][CH2:29][CH2:30]4)=[CH:17][C:16]=3[CH:31]3[CH2:36][CH2:35][N:34]([CH3:37])[CH2:33][CH2:32]3)=[O:13])[CH2:9][NH:8][C:7]=2[CH:44]=1)#[N:2], predict the reactants needed to synthesize it. The reactants are: [C:1]([C:3]1[CH:4]=[CH:5][C:6]2[O:11][CH:10]([C:12]([NH:14][C:15]3[CH:20]=[C:19]([O:21]C(OC)=O)[C:18]([CH:26]4[CH2:30][CH2:29][CH2:28][CH2:27]4)=[CH:17][C:16]=3[CH:31]3[CH2:36][CH2:35][N:34]([C:37](OC(C)(C)C)=O)[CH2:33][CH2:32]3)=[O:13])[CH2:9][NH:8][C:7]=2[CH:44]=1)#[N:2].C(O)(C(F)(F)F)=O.C=O.C(O)(=O)C.C(O[BH-](OC(=O)C)OC(=O)C)(=O)C.[Na+].C([O-])(O)=O.[Na+].[OH-].[K+].Cl.